Task: Predict which catalyst facilitates the given reaction.. Dataset: Catalyst prediction with 721,799 reactions and 888 catalyst types from USPTO (1) Reactant: S(Cl)([Cl:3])=O.[C:5]1([N:15]2[CH2:20][CH2:19][CH:18]([CH2:21][CH2:22]O)[CH2:17][CH2:16]2)[C:14]2[C:9](=[CH:10][CH:11]=[CH:12][CH:13]=2)[CH:8]=[CH:7][N:6]=1. Product: [Cl:3][CH2:22][CH2:21][CH:18]1[CH2:19][CH2:20][N:15]([C:5]2[C:14]3[C:9](=[CH:10][CH:11]=[CH:12][CH:13]=3)[CH:8]=[CH:7][N:6]=2)[CH2:16][CH2:17]1. The catalyst class is: 4. (2) Reactant: [Cl:1][C:2]1[C:3](=[O:14])O[C:5](=[O:13])[C:6]=1[C:7]1[CH:12]=[CH:11][CH:10]=[CH:9][CH:8]=1.[NH2:15][CH2:16][C:17]1[CH:18]=[N:19][CH:20]=[CH:21][CH:22]=1. Product: [Cl:1][C:2]1[C:3](=[O:14])[N:15]([CH2:16][C:17]2[CH:18]=[N:19][CH:20]=[CH:21][CH:22]=2)[C:5](=[O:13])[C:6]=1[C:7]1[CH:8]=[CH:9][CH:10]=[CH:11][CH:12]=1. The catalyst class is: 15.